This data is from Full USPTO retrosynthesis dataset with 1.9M reactions from patents (1976-2016). The task is: Predict the reactants needed to synthesize the given product. (1) Given the product [S:39]([OH:42])(=[O:41])(=[O:40])[CH3:38].[C:1]([C:3]1[CH:4]=[C:5]([NH:9][C:10]2[C:19]3[C:14](=[CH:15][C:16]([O:25][CH2:26][CH2:27][O:28][CH3:29])=[C:17]([O:20][CH2:21][CH2:22][O:23][CH3:24])[CH:18]=3)[N:13]=[CH:12][N:11]=2)[CH:6]=[CH:7][CH:8]=1)#[CH:2], predict the reactants needed to synthesize it. The reactants are: [C:1]([C:3]1[CH:4]=[C:5]([NH:9][C:10]2[C:19]3[C:14](=[CH:15][C:16]([O:25][CH2:26][CH2:27][O:28][CH3:29])=[C:17]([O:20][CH2:21][CH2:22][O:23][CH3:24])[CH:18]=3)[N:13]=[CH:12][N:11]=2)[CH:6]=[CH:7][CH:8]=1)#[CH:2].C(OCC)(=O)C.[OH-].[Na+].[CH3:38][S:39]([OH:42])(=[O:41])=[O:40]. (2) Given the product [Cl:17][C:4]1[C:5]2[CH2:6][CH2:7][C:8]3[CH:13]=[CH:12][S:11][C:9]=3[C:10]=2[N:1]=[CH:2][N:3]=1, predict the reactants needed to synthesize it. The reactants are: [N:1]1[C:10]2[C:9]3[S:11][CH:12]=[CH:13][C:8]=3[CH2:7][CH2:6][C:5]=2[C:4](O)=[N:3][CH:2]=1.P(Cl)(Cl)([Cl:17])=O.C1(C)C=CC=CC=1.